This data is from Reaction yield outcomes from USPTO patents with 853,638 reactions. The task is: Predict the reaction yield, written as a fraction of the theoretical maximum amount of product (1.0 means a 100% yield; for example, 0.34 means a 34% yield). (1) The reactants are N[C@@H]1CCN(CCCO[C:11]2[CH:16]=[CH:15][C:14]([C:17]3[CH:22]=[CH:21][C:20]([C:23]#[N:24])=[CH:19][CH:18]=3)=[CH:13][CH:12]=2)C1.[NH:25]1[CH2:29][CH2:28][C@@H:27]([OH:30])[CH2:26]1.C(=O)([O-])[O-].[K+].[K+].[I-].[K+].C[C:40](=[O:43])[CH2:41][CH3:42]. No catalyst specified. The product is [OH:30][C@@H:27]1[CH2:28][CH2:29][N:25]([CH2:42][CH2:41][CH2:40][O:43][C:21]2[CH:22]=[C:17]([C:14]3[CH:13]=[CH:12][CH:11]=[CH:16][CH:15]=3)[CH:18]=[CH:19][C:20]=2[C:23]#[N:24])[CH2:26]1. The yield is 0.690. (2) The reactants are CS(O[CH2:6][CH2:7][O:8][C:9]1[CH:14]=[CH:13][CH:12]=[C:11]([Br:15])[CH:10]=1)(=O)=O.[C:16]1(=[O:26])[NH:20][C:19](=[O:21])[C:18]2=[CH:22][CH:23]=[CH:24][CH:25]=[C:17]12.[K]. The catalyst is CN(C=O)C. The product is [Br:15][C:11]1[CH:10]=[C:9]([CH:14]=[CH:13][CH:12]=1)[O:8][CH2:7][CH2:6][N:20]1[C:19](=[O:21])[C:18]2=[CH:22][CH:23]=[CH:24][CH:25]=[C:17]2[C:16]1=[O:26]. The yield is 0.780. (3) The reactants are [CH3:1][C:2]1[N:6]([CH2:7][C:8]2[CH:13]=[CH:12][CH:11]=[CH:10][CH:9]=2)[C:5]2[CH:14]=[C:15]([N:21]3[CH2:26][CH2:25][O:24][CH2:23][CH2:22]3)[CH:16]=[C:17]([N+:18]([O-])=O)[C:4]=2[N:3]=1. The catalyst is CCO.[Pd]. The product is [CH3:1][C:2]1[N:6]([CH2:7][C:8]2[CH:13]=[CH:12][CH:11]=[CH:10][CH:9]=2)[C:5]2[CH:14]=[C:15]([N:21]3[CH2:26][CH2:25][O:24][CH2:23][CH2:22]3)[CH:16]=[C:17]([NH2:18])[C:4]=2[N:3]=1. The yield is 0.660. (4) The reactants are [O:1]=[S:2]1(=[O:26])[C:8]2[CH:9]=[CH:10][C:11]([OH:13])=[CH:12][C:7]=2[N:6]([C:14]2[CH:19]=[CH:18][CH:17]=[CH:16][CH:15]=2)[CH2:5][C:4]([CH2:22][CH2:23][CH2:24][CH3:25])([CH2:20][CH3:21])[CH2:3]1.Br[CH2:28][C:29]([O:31][CH2:32][CH3:33])=[O:30].C(=O)([O-])[O-].[Na+].[Na+]. The catalyst is [Br-].C([N+](CCCC)(CCCC)CCCC)CCC.CC#N. The product is [O:26]=[S:2]1(=[O:1])[C:8]2[CH:9]=[CH:10][C:11]([O:13][CH2:28][C:29]([O:31][CH2:32][CH3:33])=[O:30])=[CH:12][C:7]=2[N:6]([C:14]2[CH:19]=[CH:18][CH:17]=[CH:16][CH:15]=2)[CH2:5][C:4]([CH2:22][CH2:23][CH2:24][CH3:25])([CH2:20][CH3:21])[CH2:3]1. The yield is 0.970. (5) The reactants are CC([N:5]([C@H:9]([CH3:30])[C:10]([NH:12][C:13]1[CH:14]=[N:15][C:16]([O:19][C:20]2[CH:25]=[CH:24][CH:23]=[C:22]([O:26][CH:27]([CH3:29])[CH3:28])[CH:21]=2)=[CH:17][CH:18]=1)=[O:11])C(=O)[O-])(C)C.C(O)(C(F)(F)F)=O. The catalyst is ClCCl. The product is [CH3:29][CH:27]([O:26][C:22]1[CH:21]=[C:20]([O:19][C:16]2[N:15]=[CH:14][C:13]([NH:12][C:10](=[O:11])[C@@H:9]([CH3:30])[NH2:5])=[CH:18][CH:17]=2)[CH:25]=[CH:24][CH:23]=1)[CH3:28]. The yield is 0.850. (6) The reactants are C[Al](C)C.[CH:5]1([CH2:8][NH:9][CH2:10][CH2:11][CH3:12])[CH2:7][CH2:6]1.C(O[C:16]([C:18]1[N:22]2[C:23]3[CH:24]=[C:25]([F:39])[CH:26]=[CH:27][C:28]=3[N:29]([C:30]3[C:35]([CH3:36])=[CH:34][C:33]([CH3:37])=[CH:32][C:31]=3[CH3:38])[C:21]2=[N:20][C:19]=1[CH3:40])=[O:17])C.[OH-].[Na+]. The catalyst is C1C=CC=CC=1. The product is [CH:5]1([CH2:8][N:9]([CH2:10][CH2:11][CH3:12])[C:16]([C:18]2[N:22]3[C:23]4[CH:24]=[C:25]([F:39])[CH:26]=[CH:27][C:28]=4[N:29]([C:30]4[C:35]([CH3:36])=[CH:34][C:33]([CH3:37])=[CH:32][C:31]=4[CH3:38])[C:21]3=[N:20][C:19]=2[CH3:40])=[O:17])[CH2:7][CH2:6]1. The yield is 1.00.